This data is from Peptide-MHC class II binding affinity with 134,281 pairs from IEDB. The task is: Regression. Given a peptide amino acid sequence and an MHC pseudo amino acid sequence, predict their binding affinity value. This is MHC class II binding data. (1) The binding affinity (normalized) is 0.404. The MHC is DRB1_0101 with pseudo-sequence DRB1_0101. The peptide sequence is NLTFSDAQSAQSQCR. (2) The peptide sequence is AGILDGDNLFPKV. The MHC is DRB1_0401 with pseudo-sequence DRB1_0401. The binding affinity (normalized) is 0.360. (3) The peptide sequence is DKWLDAKSTWYGKPT. The MHC is HLA-DPA10301-DPB10402 with pseudo-sequence HLA-DPA10301-DPB10402. The binding affinity (normalized) is 0. (4) The peptide sequence is QTSRLLMRRMRRPTG. The binding affinity (normalized) is 0.872. The MHC is DRB1_0801 with pseudo-sequence DRB1_0801. (5) The peptide sequence is YKTLRAEQA. The MHC is DRB1_0701 with pseudo-sequence DRB1_0701. The binding affinity (normalized) is 0.0452.